From a dataset of Full USPTO retrosynthesis dataset with 1.9M reactions from patents (1976-2016). Predict the reactants needed to synthesize the given product. (1) Given the product [C:29]([C:27]1[O:26][N:25]=[C:24]([C:21]([OH:23])([CH3:22])[C:20]#[C:19][C:18]2[C:2]([F:1])=[CH:3][C:4]3[O:10][CH2:9][CH2:8][N:7]4[CH:11]=[C:12]([C:14]([NH2:16])=[O:15])[N:13]=[C:6]4[C:5]=3[CH:17]=2)[CH:28]=1)#[N:36], predict the reactants needed to synthesize it. The reactants are: [F:1][C:2]1[C:18]([C:19]#[C:20][C:21]([C:24]2[CH:28]=[C:27]([CH:29]=O)[O:26][N:25]=2)([OH:23])[CH3:22])=[CH:17][C:5]2[C:6]3[N:7]([CH:11]=[C:12]([C:14]([NH2:16])=[O:15])[N:13]=3)[CH2:8][CH2:9][O:10][C:4]=2[CH:3]=1.Cl.NO.C([N:36](CC)CC)C.CCN(CC)CC.CC(O)=O. (2) Given the product [Br:1][C:2]1[CH:3]=[CH:4][C:5]([C:8]2[CH:13]=[CH:12][C:11]([C:14]([OH:16])=[O:15])=[CH:10][CH:9]=2)=[CH:6][CH:7]=1, predict the reactants needed to synthesize it. The reactants are: [Br:1][C:2]1[CH:7]=[CH:6][C:5]([C:8]2[CH:13]=[CH:12][C:11]([C:14]([O:16]C)=[O:15])=[CH:10][CH:9]=2)=[CH:4][CH:3]=1.[OH-].[Na+]. (3) Given the product [Br-:18].[CH3:14][O:15][CH2:16][CH2:17][N+:2]([CH3:1])([CH3:3])[CH2:4][CH2:5][CH2:6][CH2:7][CH2:8][CH2:9][CH2:10][CH2:11][CH2:12][CH3:13], predict the reactants needed to synthesize it. The reactants are: [CH3:1][N:2]([CH2:4][CH2:5][CH2:6][CH2:7][CH2:8][CH2:9][CH2:10][CH2:11][CH2:12][CH3:13])[CH3:3].[CH3:14][O:15][CH2:16][CH2:17][Br:18]. (4) Given the product [CH2:11]([O:18][C:19]1[CH:20]=[C:21]([C@@H:30]([OH:33])[CH2:31][Cl:32])[C:22]2[O:27][CH2:26][C:25](=[O:28])[NH:24][C:23]=2[CH:29]=1)[C:12]1[CH:13]=[CH:14][CH:15]=[CH:16][CH:17]=1, predict the reactants needed to synthesize it. The reactants are: C(O)=O.C(N(CC)CC)C.[CH2:11]([O:18][C:19]1[CH:20]=[C:21]([C:30](=[O:33])[CH2:31][Cl:32])[C:22]2[O:27][CH2:26][C:25](=[O:28])[NH:24][C:23]=2[CH:29]=1)[C:12]1[CH:17]=[CH:16][CH:15]=[CH:14][CH:13]=1. (5) Given the product [CH2:33]([O:35][C:36](=[O:49])[CH:37]([O:46][CH2:47][CH3:48])[CH2:38][C:39]1[CH:44]=[CH:43][C:42]([O:19][CH2:18][CH2:17][O:16][CH:6]2[C:7]3[CH:15]=[CH:14][CH:13]=[CH:12][C:8]=3[CH:9]=[CH:10][C:11]3[CH:1]=[CH:2][CH:3]=[CH:4][C:5]2=3)=[CH:41][CH:40]=1)[CH3:34], predict the reactants needed to synthesize it. The reactants are: [CH:1]1[C:11]2[CH:10]=[CH:9][C:8]3[CH:12]=[CH:13][CH:14]=[CH:15][C:7]=3[CH:6]([O:16][CH2:17][CH2:18][OH:19])[C:5]=2[CH:4]=[CH:3][CH:2]=1.C(P(CCCC)CCCC)CCC.[CH2:33]([O:35][C:36](=[O:49])[CH:37]([O:46][CH2:47][CH3:48])[CH2:38][C:39]1[CH:44]=[CH:43][C:42](O)=[CH:41][CH:40]=1)[CH3:34].O. (6) Given the product [NH2:13][C:12]1[C:7]([C:5]([OH:6])=[O:4])=[N:8][C:9]([I:14])=[CH:10][N:11]=1, predict the reactants needed to synthesize it. The reactants are: CO.C[O:4][C:5]([C:7]1[C:12]([NH2:13])=[N:11][CH:10]=[C:9]([I:14])[N:8]=1)=[O:6].[OH-].[Na+].Cl.